Dataset: TCR-epitope binding with 47,182 pairs between 192 epitopes and 23,139 TCRs. Task: Binary Classification. Given a T-cell receptor sequence (or CDR3 region) and an epitope sequence, predict whether binding occurs between them. The epitope is SGPLKAEIAQRLED. The TCR CDR3 sequence is CASSVMASRGNEQFF. Result: 0 (the TCR does not bind to the epitope).